Dataset: NCI-60 drug combinations with 297,098 pairs across 59 cell lines. Task: Regression. Given two drug SMILES strings and cell line genomic features, predict the synergy score measuring deviation from expected non-interaction effect. (1) Drug 1: CC12CCC(CC1=CCC3C2CCC4(C3CC=C4C5=CN=CC=C5)C)O. Drug 2: CNC(=O)C1=NC=CC(=C1)OC2=CC=C(C=C2)NC(=O)NC3=CC(=C(C=C3)Cl)C(F)(F)F. Cell line: KM12. Synergy scores: CSS=69.5, Synergy_ZIP=2.48, Synergy_Bliss=4.10, Synergy_Loewe=-5.00, Synergy_HSA=4.99. (2) Synergy scores: CSS=2.03, Synergy_ZIP=-1.59, Synergy_Bliss=-2.79, Synergy_Loewe=-3.06, Synergy_HSA=-3.38. Drug 1: CC12CCC(CC1=CCC3C2CCC4(C3CC=C4C5=CN=CC=C5)C)O. Drug 2: CC1C(C(CC(O1)OC2CC(OC(C2O)C)OC3=CC4=CC5=C(C(=O)C(C(C5)C(C(=O)C(C(C)O)O)OC)OC6CC(C(C(O6)C)O)OC7CC(C(C(O7)C)O)OC8CC(C(C(O8)C)O)(C)O)C(=C4C(=C3C)O)O)O)O. Cell line: NCIH23. (3) Drug 1: C1=CN(C(=O)N=C1N)C2C(C(C(O2)CO)O)O.Cl. Drug 2: C(=O)(N)NO. Cell line: KM12. Synergy scores: CSS=16.3, Synergy_ZIP=-2.43, Synergy_Bliss=7.62, Synergy_Loewe=-16.1, Synergy_HSA=2.78. (4) Drug 1: CC1=C(C=C(C=C1)NC(=O)C2=CC=C(C=C2)CN3CCN(CC3)C)NC4=NC=CC(=N4)C5=CN=CC=C5. Drug 2: C1C(C(OC1N2C=NC3=C2NC=NCC3O)CO)O. Cell line: MOLT-4. Synergy scores: CSS=10.6, Synergy_ZIP=-5.75, Synergy_Bliss=-0.277, Synergy_Loewe=4.92, Synergy_HSA=3.80. (5) Drug 1: C(CN)CNCCSP(=O)(O)O. Drug 2: CC1C(C(CC(O1)OC2CC(CC3=C2C(=C4C(=C3O)C(=O)C5=CC=CC=C5C4=O)O)(C(=O)C)O)N)O. Cell line: ACHN. Synergy scores: CSS=56.8, Synergy_ZIP=1.28, Synergy_Bliss=1.51, Synergy_Loewe=-42.8, Synergy_HSA=2.44. (6) Drug 1: COC1=NC(=NC2=C1N=CN2C3C(C(C(O3)CO)O)O)N. Drug 2: N.N.Cl[Pt+2]Cl. Cell line: NCIH23. Synergy scores: CSS=51.8, Synergy_ZIP=-1.79, Synergy_Bliss=-3.35, Synergy_Loewe=-10.1, Synergy_HSA=-1.24. (7) Drug 1: CC1=C(C=C(C=C1)NC2=NC=CC(=N2)N(C)C3=CC4=NN(C(=C4C=C3)C)C)S(=O)(=O)N.Cl. Drug 2: C1C(C(OC1N2C=NC3=C2NC=NCC3O)CO)O. Cell line: SN12C. Synergy scores: CSS=10.6, Synergy_ZIP=-1.60, Synergy_Bliss=1.64, Synergy_Loewe=3.08, Synergy_HSA=3.24. (8) Drug 1: C1=CC(=CC=C1CC(C(=O)O)N)N(CCCl)CCCl.Cl. Drug 2: C1C(C(OC1N2C=NC(=NC2=O)N)CO)O. Cell line: NCI-H226. Synergy scores: CSS=-3.19, Synergy_ZIP=0.0284, Synergy_Bliss=0.0817, Synergy_Loewe=-5.82, Synergy_HSA=-3.72.